From a dataset of Reaction yield outcomes from USPTO patents with 853,638 reactions. Predict the reaction yield, written as a fraction of the theoretical maximum amount of product (1.0 means a 100% yield; for example, 0.34 means a 34% yield). (1) The reactants are [Cl:1][C:2]1[CH:3]=[C:4]2[C:9](=[CH:10][C:11]=1[F:12])[NH:8][C:7](=[O:13])[C:6](/[CH:14]=[N:15]/[S@@:16]([C:18]([CH3:21])([CH3:20])[CH3:19])=[O:17])=[CH:5]2.[CH2:22](Cl)Cl.C[Mg]Br. The catalyst is O. The product is [Cl:1][C:2]1[CH:3]=[C:4]2[C:9](=[CH:10][C:11]=1[F:12])[NH:8][C:7](=[O:13])[C:6]([C@H:14]([NH:15][S@@:16]([C:18]([CH3:21])([CH3:20])[CH3:19])=[O:17])[CH3:22])=[CH:5]2. The yield is 0.230. (2) The reactants are Cl[CH2:2][C:3]1[CH:8]=[CH:7][CH:6]=[C:5]([S:9][CH:10]2[CH2:14][CH2:13][CH2:12][CH2:11]2)[N:4]=1.C([O:17][C:18]([CH:20]1[CH2:22][CH:21]1[C:23]1[CH:28]=[C:27]([F:29])[C:26]([OH:30])=[C:25]([F:31])[CH:24]=1)=[O:19])C. No catalyst specified. The product is [CH:10]1([S:9][C:5]2[N:4]=[C:3]([CH2:2][O:30][C:26]3[C:25]([F:31])=[CH:24][C:23]([CH:21]4[CH2:22][CH:20]4[C:18]([OH:19])=[O:17])=[CH:28][C:27]=3[F:29])[CH:8]=[CH:7][CH:6]=2)[CH2:14][CH2:13][CH2:12][CH2:11]1. The yield is 0.770. (3) The reactants are [N+:1]([C:4]1[CH:9]=[CH:8][C:7]([S:10](Cl)(=[O:12])=[O:11])=[CH:6][CH:5]=1)([O-:3])=[O:2].[CH3:14][O:15][CH2:16][CH2:17][NH2:18]. The catalyst is C(Cl)Cl. The product is [CH3:14][O:15][CH2:16][CH2:17][NH:18][S:10]([C:7]1[CH:8]=[CH:9][C:4]([N+:1]([O-:3])=[O:2])=[CH:5][CH:6]=1)(=[O:12])=[O:11]. The yield is 0.920. (4) The reactants are [CH2:1]([N:3]1[C:12]2[C:7](=[CH:8][CH:9]=[CH:10][CH:11]=2)[C:6]([CH2:13][S:14]([Cl:17])(=[O:16])=[O:15])=[CH:5][C:4]1([CH3:19])[CH3:18])[CH3:2].C(N1C2C(=CC=[C:29]([O:32]C)C=2)C(CS(O)(=O)=O)=CC1(C)C)C.P(Cl)(Cl)(Cl)(Cl)Cl. The catalyst is C1C=CC=CC=1. The product is [CH2:1]([N:3]1[C:12]2[C:7](=[CH:8][CH:9]=[C:10]([O:32][CH3:29])[CH:11]=2)[C:6]([CH2:13][S:14]([Cl:17])(=[O:16])=[O:15])=[CH:5][C:4]1([CH3:18])[CH3:19])[CH3:2]. The yield is 0.730. (5) The product is [C:2]([O:6][C:7]([N:9]1[C@@H:13]([CH2:14][C:15]2[CH:16]=[CH:17][C:18]([O:21][C:25]3[C:34]4[C:29](=[CH:30][C:31]([Cl:35])=[CH:32][CH:33]=4)[N:28]=[CH:27][CH:26]=3)=[CH:19][CH:20]=2)[CH2:12][O:11][C:10]1([CH3:23])[CH3:22])=[O:8])([CH3:5])([CH3:3])[CH3:4]. The yield is 0.930. The catalyst is CS(C)=O. The reactants are [K].[C:2]([O:6][C:7]([N:9]1[C@@H:13]([CH2:14][C:15]2[CH:20]=[CH:19][C:18]([OH:21])=[CH:17][CH:16]=2)[CH2:12][O:11][C:10]1([CH3:23])[CH3:22])=[O:8])([CH3:5])([CH3:4])[CH3:3].Cl[C:25]1[C:34]2[C:29](=[CH:30][C:31]([Cl:35])=[CH:32][CH:33]=2)[N:28]=[CH:27][CH:26]=1.